This data is from Reaction yield outcomes from USPTO patents with 853,638 reactions. The task is: Predict the reaction yield, written as a fraction of the theoretical maximum amount of product (1.0 means a 100% yield; for example, 0.34 means a 34% yield). (1) The reactants are [O:1]=[C:2]1[C:11]2[C:6](=[CH:7][CH:8]=[CH:9][CH:10]=2)[C:5]2[CH2:12][C:13]3[CH:14]=[CH:15][C:16]([NH2:19])=[CH:17][C:18]=3[C:4]=2[NH:3]1.[Cl:20][CH2:21][C:22](Cl)=[O:23]. The catalyst is C([O-])(O)=O.[Na+].C(OCC)(=O)C. The product is [O:1]=[C:2]1[C:11]2[C:6](=[CH:7][CH:8]=[CH:9][CH:10]=2)[C:5]2[CH2:12][C:13]3[CH:14]=[CH:15][C:16]([NH:19][C:22](=[O:23])[CH2:21][Cl:20])=[CH:17][C:18]=3[C:4]=2[NH:3]1. The yield is 0.670. (2) The reactants are C[Si](C)(C)CCOC[N:7]1[C:11]2[N:12]=[CH:13][N:14]=[C:15]([C:16]3[CH:17]=[N:18][N:19]([CH:21]([CH2:25][C:26]#[N:27])[CH2:22][C:23]#[N:24])[CH:20]=3)[C:10]=2[CH:9]=[CH:8]1.C(#N)C.F[B-](F)(F)F.[Li+].[OH-].[NH4+]. The catalyst is O. The product is [N:12]1[C:11]2[NH:7][CH:8]=[CH:9][C:10]=2[C:15]([C:16]2[CH:17]=[N:18][N:19]([CH:21]([CH2:22][C:23]#[N:24])[CH2:25][C:26]#[N:27])[CH:20]=2)=[N:14][CH:13]=1. The yield is 0.910. (3) The reactants are N1C=CN=C1.[Si:6](Cl)([C:9]([CH3:12])([CH3:11])[CH3:10])([CH3:8])[CH3:7].[OH:14][CH2:15][C@@H:16]1[NH:21][C:20](=[O:22])[CH2:19][CH2:18][CH2:17]1.C1C=CC=CC=1. The catalyst is CN(C=O)C.CCOC(C)=O. The product is [Si:6]([O:14][CH2:15][C@@H:16]1[NH:21][C:20](=[O:22])[CH2:19][CH2:18][CH2:17]1)([C:9]([CH3:12])([CH3:11])[CH3:10])([CH3:8])[CH3:7]. The yield is 0.980. (4) The reactants are [Cl:1][C:2]1[CH:3]=[C:4]([C:9]2[C:19]([O:20][CH:21]([F:23])[F:22])=[CH:18][C:12]([C:13]([O:15]CC)=[O:14])=[C:11]([F:24])[CH:10]=2)[CH:5]=[N:6][C:7]=1[F:8].O.O[Li].O. The catalyst is C1COCC1. The product is [Cl:1][C:2]1[CH:3]=[C:4]([C:9]2[C:19]([O:20][CH:21]([F:22])[F:23])=[CH:18][C:12]([C:13]([OH:15])=[O:14])=[C:11]([F:24])[CH:10]=2)[CH:5]=[N:6][C:7]=1[F:8]. The yield is 0.730. (5) The reactants are [Si]([O:8][CH2:9][C:10]([CH3:16])([CH3:15])[C:11]([O:13]C)=O)(C(C)(C)C)(C)C.CC(C)C(=O)[CH2:20][C:21]#[N:22]. No catalyst specified. The product is [OH:8][CH2:9][C:10]([CH3:15])([CH3:16])[C:11](=[O:13])[CH2:20][C:21]#[N:22]. The yield is 0.290.